From a dataset of Reaction yield outcomes from USPTO patents with 853,638 reactions. Predict the reaction yield, written as a fraction of the theoretical maximum amount of product (1.0 means a 100% yield; for example, 0.34 means a 34% yield). (1) The reactants are [CH3:1][C@H:2]1[CH2:7][O:6][CH2:5][CH2:4][N:3]1[C:8]1[N:16]=[C:15]([C:17]2[CH:18]=[N:19][C:20]([NH:23]C(=O)OC(C)(C)C)=[N:21][CH:22]=2)[N:14]=[C:13]2[C:9]=1[N:10]=[C:11]([N:36]1[CH2:41][CH2:40][N:39]([S:42]([CH3:45])(=[O:44])=[O:43])[CH2:38][CH2:37]1)[N:12]2[CH2:31][C:32]([F:35])([F:34])[F:33].FC(F)(F)C(O)=O. The catalyst is C(Cl)Cl. The product is [CH3:1][C@H:2]1[CH2:7][O:6][CH2:5][CH2:4][N:3]1[C:8]1[N:16]=[C:15]([C:17]2[CH:18]=[N:19][C:20]([NH2:23])=[N:21][CH:22]=2)[N:14]=[C:13]2[C:9]=1[N:10]=[C:11]([N:36]1[CH2:37][CH2:38][N:39]([S:42]([CH3:45])(=[O:44])=[O:43])[CH2:40][CH2:41]1)[N:12]2[CH2:31][C:32]([F:34])([F:33])[F:35]. The yield is 0.830. (2) The reactants are [CH3:1][NH:2][C:3]([N:5]1[C:13]2[C:8](=[CH:9][C:10]([O:14][C:15]3[CH:20]=[CH:19][N:18]=[C:17]([NH:21][C:22]([N:24]4[CH2:29][CH2:28][CH:27]([CH2:30][CH2:31][CH2:32][C:33]([OH:35])=O)[CH2:26][CH2:25]4)=[O:23])[CH:16]=3)=[CH:11][CH:12]=2)[CH:7]=[CH:6]1)=[O:4].Cl.CN.F[P-](F)(F)(F)(F)F.[N:46]1(O[P+](N(C)C)(N(C)C)N(C)C)[C:50]2C=CC=CC=2N=N1.C(N(CC)CC)C. The catalyst is CN(C)C=O. The product is [CH3:1][NH:2][C:3]([N:5]1[C:13]2[C:8](=[CH:9][C:10]([O:14][C:15]3[CH:20]=[CH:19][N:18]=[C:17]([NH:21][C:22]([N:24]4[CH2:29][CH2:28][CH:27]([CH2:30][CH2:31][CH2:32][C:33](=[O:35])[NH:46][CH3:50])[CH2:26][CH2:25]4)=[O:23])[CH:16]=3)=[CH:11][CH:12]=2)[CH:7]=[CH:6]1)=[O:4]. The yield is 0.170. (3) The reactants are [CH2:1]([NH2:6])[CH2:2][CH2:3][CH2:4][CH3:5].[CH2:7]([O:9]/[C:10](=[CH:16]\[C:17]1[CH:22]=[CH:21][C:20]([C:23]2[CH:28]=[CH:27][CH:26]=[C:25]([N:29]([CH3:42])[C:30]([O:32]C3C=CC([N+]([O-])=O)=CC=3)=O)[N:24]=2)=[CH:19][CH:18]=1)/[C:11]([O:13][CH2:14][CH3:15])=[O:12])[CH3:8].O.C(OCC)(=O)C. The catalyst is CN(C)C=O. The product is [CH2:7]([O:9]/[C:10](=[CH:16]\[C:17]1[CH:22]=[CH:21][C:20]([C:23]2[CH:28]=[CH:27][CH:26]=[C:25]([N:29]([CH3:42])[C:30]([NH:6][CH2:1][CH2:2][CH2:3][CH2:4][CH3:5])=[O:32])[N:24]=2)=[CH:19][CH:18]=1)/[C:11]([O:13][CH2:14][CH3:15])=[O:12])[CH3:8]. The yield is 0.570. (4) The reactants are [C:1]([O:5][C:6]([N:8]1[CH2:14][C:13]2[CH:15]=[CH:16][CH:17]=[C:18]([C:19]([OH:21])=O)[C:12]=2[O:11][CH2:10][CH2:9]1)=[O:7])([CH3:4])([CH3:3])[CH3:2].ON1C2C=CC=CC=2N=N1.[NH:32]1[CH2:37][CH2:36][O:35][CH2:34][CH2:33]1.Cl.CN(C)CCCN=C=NCC. The catalyst is CN(C=O)C.O. The product is [N:32]1([C:19]([C:18]2[C:12]3[O:11][CH2:10][CH2:9][N:8]([C:6]([O:5][C:1]([CH3:3])([CH3:4])[CH3:2])=[O:7])[CH2:14][C:13]=3[CH:15]=[CH:16][CH:17]=2)=[O:21])[CH2:37][CH2:36][O:35][CH2:34][CH2:33]1. The yield is 0.844. (5) The reactants are [CH2:1]([C:8]1[C:17]2[C:12](=[CH:13][CH:14]=[CH:15][CH:16]=2)[C:11]([N:18]2[CH2:23][CH2:22][N:21]([C:24]3[N:29]=[CH:28][C:27]([NH2:30])=[CH:26][CH:25]=3)[CH2:20][CH2:19]2)=[N:10][N:9]=1)[C:2]1[CH:7]=[CH:6][CH:5]=[CH:4][CH:3]=1.C(N(CC)CC)C.[CH3:38][N:39]([CH3:43])[C:40](Cl)=[O:41]. The catalyst is C(Cl)Cl. The product is [CH2:1]([C:8]1[C:17]2[C:12](=[CH:13][CH:14]=[CH:15][CH:16]=2)[C:11]([N:18]2[CH2:19][CH2:20][N:21]([C:24]3[N:29]=[CH:28][C:27]([NH:30][C:40](=[O:41])[N:39]([CH3:43])[CH3:38])=[CH:26][CH:25]=3)[CH2:22][CH2:23]2)=[N:10][N:9]=1)[C:2]1[CH:7]=[CH:6][CH:5]=[CH:4][CH:3]=1. The yield is 0.680. (6) The reactants are [Si:1]([O:18][CH2:19][CH2:20][CH2:21][C:22]1[CH:35]=[CH:34][C:25]([O:26][C:27]([CH3:33])([CH3:32])[C:28](OC)=[O:29])=[CH:24][CH:23]=1)([C:14]([CH3:17])([CH3:16])[CH3:15])([C:8]1[CH:13]=[CH:12][CH:11]=[CH:10][CH:9]=1)[C:2]1[CH:7]=[CH:6][CH:5]=[CH:4][CH:3]=1.[H-].[Al+3].[Li+].[H-].[H-].[H-]. The product is [Si:1]([O:18][CH2:19][CH2:20][CH2:21][C:22]1[CH:35]=[CH:34][C:25]([O:26][C:27]([CH3:33])([CH3:32])[CH2:28][OH:29])=[CH:24][CH:23]=1)([C:14]([CH3:17])([CH3:16])[CH3:15])([C:2]1[CH:7]=[CH:6][CH:5]=[CH:4][CH:3]=1)[C:8]1[CH:9]=[CH:10][CH:11]=[CH:12][CH:13]=1. The yield is 0.930. The catalyst is C(OCC)C. (7) The reactants are [N:1]1[CH:6]=[CH:5][CH:4]=[CH:3][C:2]=1[C:7]1[CH:8]=[CH:9][C:10]2[C:11]3[N:25](C4CCCCO4)[NH:24][CH2:23][C:12]=3[C:13](=[O:22])[N:14]([CH2:17][C:18]([F:21])([F:20])[F:19])[C:15]=2[CH:16]=1.N1C=CC=CC=1C1C=CC2C3C(=CN(C4CCCCO4)N=3)C(=O)N(CC(F)(F)F)C=2C=1.[Cl:63]N1C(=O)CCC1=O. The catalyst is C(O)(=O)C.C(Cl)Cl. The product is [Cl:63][C:8]1[C:7]([C:2]2[CH:3]=[CH:4][CH:5]=[CH:6][N:1]=2)=[CH:16][C:15]2[N:14]([CH2:17][C:18]([F:21])([F:20])[F:19])[C:13](=[O:22])[C:12]3[CH:23]=[N:24][NH:25][C:11]=3[C:10]=2[CH:9]=1. The yield is 0.350.